From a dataset of Reaction yield outcomes from USPTO patents with 853,638 reactions. Predict the reaction yield, written as a fraction of the theoretical maximum amount of product (1.0 means a 100% yield; for example, 0.34 means a 34% yield). (1) The reactants are [Cl:1][C:2]1[CH:3]=[C:4]([CH:9]=[CH:10][C:11]=1[OH:12])[C:5]([O:7][CH3:8])=[O:6].C([O-])([O-])=O.[K+].[K+].I[CH2:20][CH2:21][CH3:22]. The catalyst is CN(C=O)C. The product is [Cl:1][C:2]1[CH:3]=[C:4]([CH:9]=[CH:10][C:11]=1[O:12][CH:21]([CH3:22])[CH3:20])[C:5]([O:7][CH3:8])=[O:6]. The yield is 0.900. (2) The reactants are [OH:1][C@@H:2]1[C@@H:10]([C@@H:11]([OH:16])[C:12]([F:15])([F:14])[F:13])[O:9][C@H:8]2[C@H:4]([N:5]=[C:6]([N:17]([CH2:25][CH3:26])[C:18](=[O:24])[O:19][C:20]([CH3:23])([CH3:22])[CH3:21])[S:7]2)[C@H:3]1[OH:27].[Li+].[CH3:29][Si]([N-][Si](C)(C)C)(C)C.CI. The catalyst is CN(C=O)C. The product is [OH:1][C@@H:2]1[C@@H:10]([C@@H:11]([O:16][CH3:29])[C:12]([F:14])([F:13])[F:15])[O:9][C@H:8]2[C@H:4]([N:5]=[C:6]([N:17]([CH2:25][CH3:26])[C:18](=[O:24])[O:19][C:20]([CH3:22])([CH3:23])[CH3:21])[S:7]2)[C@H:3]1[OH:27]. The yield is 0.690. (3) The reactants are [F:1][C:2]([F:15])([F:14])[C:3]1[CH:8]=[CH:7][C:6](/[CH:9]=[CH:10]/[C@@H:11]([OH:13])[CH3:12])=[CH:5][CH:4]=1.[C:16](NCC(O)=O)([O:18][C:19]([CH3:22])([CH3:21])[CH3:20])=[O:17].Cl.C(N=C=NC[CH2:35][CH2:36]N(C)C)C.N1([OH:49])C2C=CC=CC=2N=N1.CCN(C(C)C)C(C)C. The catalyst is CN(C=O)C. The product is [C:19]([O:18][C:16]([CH2:35][C:36]([O:13][C@H:11](/[CH:10]=[CH:9]/[C:6]1[CH:5]=[CH:4][C:3]([C:2]([F:14])([F:15])[F:1])=[CH:8][CH:7]=1)[CH3:12])=[O:49])=[O:17])([CH3:20])([CH3:21])[CH3:22]. The yield is 0.853. (4) The reactants are [CH3:1][O:2][C:3]1[CH:12]=[C:11]2[C:6]([CH2:7][CH:8]([C:16]3[C:21]([O:22]CC4C=CC(OC)=CC=4)=[CH:20][CH:19]=[CH:18][N:17]=3)[C:9](=O)[C:10]2([CH3:14])[CH3:13])=[CH:5][CH:4]=1.S(=O)(=O)(O)O.[OH-].[Na+]. The catalyst is C(OCC)(=O)C. The product is [CH3:1][O:2][C:3]1[CH:4]=[CH:5][C:6]2[CH2:7][C:8]3[C:16]4[N:17]=[CH:18][CH:19]=[CH:20][C:21]=4[O:22][C:9]=3[C:10]([CH3:14])([CH3:13])[C:11]=2[CH:12]=1. The yield is 0.500. (5) The catalyst is CCO. The yield is 0.500. The product is [CH2:5]([O:7][C:8](=[O:19])[C:9]1[CH:14]=[C:13]([CH3:15])[N:1]=[C:2]([SH:3])[C:10]=1[C:11]#[N:12])[CH3:6]. The reactants are [NH2:1][C:2](N)=[S:3].[CH2:5]([O:7][C:8](=[O:19])[C:9]1[CH:14]=[C:13]([CH3:15])[N:12]=[C:11](Cl)[C:10]=1C#N)[CH3:6]. (6) The reactants are [CH3:1][N:2]1[C:10]2[CH:9]=[C:8]([N:11]3[CH2:16][CH2:15][N:14]([C:17]4[CH:22]=[CH:21][C:20]([C:23]([F:26])([F:25])[F:24])=[CH:19][N:18]=4)[CH2:13][C:12]3=[O:27])[CH:7]=[CH:6][C:5]=2[C:4]2[CH2:28][N:29](C(OC(C)(C)C)=O)[CH2:30][CH2:31][C:3]1=2.C1(N)C(F)=C(F)C(F)=C(N)C=1F.[ClH:51].Cl. No catalyst specified. The product is [ClH:51].[ClH:51].[CH3:1][N:2]1[C:10]2[CH:9]=[C:8]([N:11]3[CH2:16][CH2:15][N:14]([C:17]4[CH:22]=[CH:21][C:20]([C:23]([F:25])([F:26])[F:24])=[CH:19][N:18]=4)[CH2:13][C:12]3=[O:27])[CH:7]=[CH:6][C:5]=2[C:4]2[CH2:28][NH:29][CH2:30][CH2:31][C:3]1=2. The yield is 0.460. (7) The reactants are [Cl:1][C:2]1[CH:3]=[C:4]([C:10]2[CH:14]=[CH:13][N:12]([CH2:15][C@@H:16]([NH:18][C:19]([C:21]3[N:22]=[C:23]([C:26]4[N:30](C5CCCCO5)[N:29]=[CH:28][CH:27]=4)[S:24][CH:25]=3)=[O:20])[CH3:17])[N:11]=2)[CH:5]=[CH:6][C:7]=1[C:8]#[N:9].Cl.CCO. The catalyst is C(OCC)(=O)C. The product is [Cl:1][C:2]1[CH:3]=[C:4]([C:10]2[CH:14]=[CH:13][N:12]([CH2:15][C@@H:16]([NH:18][C:19]([C:21]3[N:22]=[C:23]([C:26]4[CH:27]=[CH:28][NH:29][N:30]=4)[S:24][CH:25]=3)=[O:20])[CH3:17])[N:11]=2)[CH:5]=[CH:6][C:7]=1[C:8]#[N:9]. The yield is 0.940.